Dataset: Catalyst prediction with 721,799 reactions and 888 catalyst types from USPTO. Task: Predict which catalyst facilitates the given reaction. (1) Reactant: [Cl:1][C:2]1[CH:3]=[C:4]([NH:17][C:18]2[C:27]3[C:22](=[CH:23][CH:24]=[C:25]([NH2:28])[CH:26]=3)[N:21]=[CH:20][N:19]=2)[CH:5]=[CH:6][C:7]=1[O:8][CH2:9][C:10]1[CH:15]=[CH:14][CH:13]=[C:12]([F:16])[CH:11]=1.[Br:29][CH2:30]/[CH:31]=[CH:32]/[C:33](Cl)=[O:34].O. Product: [Br:29][CH2:30]/[CH:31]=[CH:32]/[C:33]([NH:28][C:25]1[CH:26]=[C:27]2[C:22](=[CH:23][CH:24]=1)[N:21]=[CH:20][N:19]=[C:18]2[NH:17][C:4]1[CH:5]=[CH:6][C:7]([O:8][CH2:9][C:10]2[CH:15]=[CH:14][CH:13]=[C:12]([F:16])[CH:11]=2)=[C:2]([Cl:1])[CH:3]=1)=[O:34]. The catalyst class is: 1. (2) Reactant: C1([CH2:11][CH2:12][CH2:13][C:14]2[C:23]3[C:18](=[CH:19][CH:20]=[CH:21][CH:22]=3)[CH:17]=[CH:16][N:15]=2)C2C(=CC=CC=2)C=CN=1.C([N:32]1[CH:41]=[CH:40][C:39]2[C:34](=[CH:35][CH:36]=[CH:37][CH:38]=2)[CH:33]1[C:42]#N)(=O)C1C=CC=CC=1.Br[CH2:45][C:46]1C=CC(CBr)=C[CH:47]=1.[CH3:54]CO. Product: [C:14]1([C:13]2([CH3:54])[CH:12]=[CH:11][C:42]([C:33]3[C:34]4[C:39](=[CH:38][CH:37]=[CH:36][CH:35]=4)[CH:40]=[CH:41][N:32]=3)=[CH:45][CH:46]2[CH3:47])[C:23]2[C:18](=[CH:19][CH:20]=[CH:21][CH:22]=2)[CH:17]=[CH:16][N:15]=1. The catalyst class is: 6. (3) Reactant: [Cl-:1].[CH:2]1([C:8]2([CH2:14][N:15]3[C:19]([CH3:21])([CH3:20])[CH2:18][O:17][C:16]3=[O:22])[CH2:13][CH2:12][NH2+:11][CH2:10][CH2:9]2)[CH2:7][CH2:6][CH2:5][CH2:4][CH2:3]1.CN1CCOCC1.Cl.CN(C)CCCN=C=NCC.ON1C2C=CC=CC=2N=N1.C(OC([N:59]1[CH2:63][C@@H:62]([C:64]2[CH:69]=[CH:68][C:67]([F:70])=[CH:66][CH:65]=2)[C@@H:61]([C:71](O)=[O:72])[CH2:60]1)=O)(C)(C)C.N1CCCC1. Product: [Cl-:1].[CH:2]1([C:8]2([CH2:14][N:15]3[C:19]([CH3:20])([CH3:21])[CH2:18][O:17][C:16]3=[O:22])[CH2:9][CH2:10][N:11]([C:71]([C@@H:61]3[C@H:62]([C:64]4[CH:69]=[CH:68][C:67]([F:70])=[CH:66][CH:65]=4)[CH2:63][NH2+:59][CH2:60]3)=[O:72])[CH2:12][CH2:13]2)[CH2:3][CH2:4][CH2:5][CH2:6][CH2:7]1. The catalyst class is: 2. (4) Reactant: [C:1]([C:5]1[CH:18]=[CH:17][C:16]2[C:7](=[C:8]3[C:13](=[C:14](Cl)[N:15]=2)[CH:12]=[CH:11][C:10]([C:20]([CH3:23])([CH3:22])[CH3:21])=[CH:9]3)[CH:6]=1)([CH3:4])([CH3:3])[CH3:2].CO[CH:26](OC)[CH2:27][NH2:28]. Product: [C:1]([C:5]1[CH:18]=[CH:17][C:16]2[N:15]3[CH:26]=[CH:27][N:28]=[C:14]3[C:13]3[CH:12]=[CH:11][C:10]([C:20]([CH3:23])([CH3:22])[CH3:21])=[CH:9][C:8]=3[C:7]=2[CH:6]=1)([CH3:4])([CH3:3])[CH3:2]. The catalyst class is: 270. (5) Reactant: [N+:1]([C:4]1[CH:9]=[CH:8][C:7]([N:10]2[CH2:15][CH2:14][NH:13][CH2:12][CH2:11]2)=[CH:6][CH:5]=1)([O-:3])=[O:2].[O:16](C(OC(C)(C)C)=O)[C:17]([O:19][C:20]([CH3:23])([CH3:22])[CH3:21])=O. Product: [C:20]([O:19][C:17]([N:13]1[CH2:14][CH2:15][N:10]([C:7]2[CH:6]=[CH:5][C:4]([N+:1]([O-:3])=[O:2])=[CH:9][CH:8]=2)[CH2:11][CH2:12]1)=[O:16])([CH3:23])([CH3:22])[CH3:21]. The catalyst class is: 4. (6) Reactant: [C:1]([C:3]1[N:8]=[C:7]([CH2:9][C:10]([OH:12])=[S:11])[CH:6]=[CH:5][CH:4]=1)#[N:2].S(=O)(=O)(O)O.ClCCl.[CH2:21]=[C:22]([CH3:24])[CH3:23]. Product: [C:1]([C:3]1[N:8]=[C:7]([CH2:9][C:10]([O:12][C:22]([CH3:24])([CH3:23])[CH3:21])=[S:11])[CH:6]=[CH:5][CH:4]=1)#[N:2]. The catalyst class is: 6. (7) Reactant: Cl[C:2]1[N:7]=[CH:6][C:5]([CH2:8][OH:9])=[CH:4][CH:3]=1.[CH3:10][N:11]1[CH:15]=[C:14](B2OC(C)(C)C(C)(C)O2)[CH:13]=[N:12]1.C1(P(C2CCCCC2)C2CCCCC2)CCCCC1.P([O-])([O-])([O-])=O.[K+].[K+].[K+]. Product: [CH3:10][N:11]1[CH:15]=[C:14]([C:2]2[N:7]=[CH:6][C:5]([CH2:8][OH:9])=[CH:4][CH:3]=2)[CH:13]=[N:12]1. The catalyst class is: 102.